This data is from Peptide-MHC class I binding affinity with 185,985 pairs from IEDB/IMGT. The task is: Regression. Given a peptide amino acid sequence and an MHC pseudo amino acid sequence, predict their binding affinity value. This is MHC class I binding data. (1) The peptide sequence is SMHFYGWSL. The MHC is HLA-B08:01 with pseudo-sequence HLA-B08:01. The binding affinity (normalized) is 0.903. (2) The peptide sequence is NDEVDLYLLM. The MHC is H-2-Kk with pseudo-sequence H-2-Kk. The binding affinity (normalized) is 0.426. (3) The peptide sequence is FPPTSFGPLV. The MHC is HLA-B35:01 with pseudo-sequence HLA-B35:01. The binding affinity (normalized) is 0.0653. (4) The MHC is HLA-A02:03 with pseudo-sequence HLA-A02:03. The binding affinity (normalized) is 0.632. The peptide sequence is KLTLKGMSYV. (5) The peptide sequence is EVVDMLSTY. The MHC is HLA-A31:01 with pseudo-sequence HLA-A31:01. The binding affinity (normalized) is 0.0847. (6) The peptide sequence is IYDFYYLDY. The MHC is HLA-A24:03 with pseudo-sequence HLA-A24:03. The binding affinity (normalized) is 0.0847. (7) The MHC is Mamu-B17 with pseudo-sequence Mamu-B17. The binding affinity (normalized) is 0.244. The peptide sequence is WQVTWIPEWDF. (8) The peptide sequence is IEIKDTKEAL. The MHC is HLA-B44:02 with pseudo-sequence HLA-B44:02. The binding affinity (normalized) is 0.151. (9) The peptide sequence is FVNYNFTLV. The MHC is HLA-A02:02 with pseudo-sequence HLA-A02:02. The binding affinity (normalized) is 0.587. (10) The peptide sequence is PHPVVVRTL. The MHC is HLA-A01:01 with pseudo-sequence HLA-A01:01. The binding affinity (normalized) is 0.0847.